This data is from Reaction yield outcomes from USPTO patents with 853,638 reactions. The task is: Predict the reaction yield, written as a fraction of the theoretical maximum amount of product (1.0 means a 100% yield; for example, 0.34 means a 34% yield). (1) The reactants are [N:1]1([C:7]([O:9][C:10]([CH3:13])([CH3:12])[CH3:11])=[O:8])[CH2:6][CH2:5][NH:4][CH2:3][CH2:2]1.[Cl:14][C:15]1[CH:16]=[C:17]([CH:20]=[CH:21][C:22]=1F)[C:18]#[N:19].C([O-])([O-])=O.[K+].[K+]. No catalyst specified. The product is [Cl:14][C:15]1[CH:16]=[C:17]([C:18]#[N:19])[CH:20]=[CH:21][C:22]=1[N:4]1[CH2:5][CH2:6][N:1]([C:7]([O:9][C:10]([CH3:13])([CH3:12])[CH3:11])=[O:8])[CH2:2][CH2:3]1. The yield is 0.790. (2) The reactants are [CH3:1][C:2]1([C:5]2[NH:6][C:7]3[C:12]([CH:13]=2)=[CH:11][C:10]([N+:14]([O-])=O)=[CH:9][CH:8]=3)[CH2:4][CH2:3]1. The catalyst is CCO.[Ni]. The product is [CH3:1][C:2]1([C:5]2[NH:6][C:7]3[C:12]([CH:13]=2)=[CH:11][C:10]([NH2:14])=[CH:9][CH:8]=3)[CH2:4][CH2:3]1. The yield is 0.280. (3) The reactants are [Br:1][C:2]1[CH:3]=[C:4]([C:8]([NH2:13])([CH3:12])[CH2:9][NH:10][CH3:11])[CH:5]=[CH:6][CH:7]=1.Br[C:15]#[N:16]. The catalyst is CCO. The product is [Br:1][C:2]1[CH:3]=[C:4]([C:8]2([CH3:12])[CH2:9][N:10]([CH3:11])[C:15](=[NH:16])[NH:13]2)[CH:5]=[CH:6][CH:7]=1. The yield is 1.00.